This data is from Peptide-MHC class II binding affinity with 134,281 pairs from IEDB. The task is: Regression. Given a peptide amino acid sequence and an MHC pseudo amino acid sequence, predict their binding affinity value. This is MHC class II binding data. (1) The peptide sequence is TPTNASHIQSAVVCG. The MHC is DRB1_1201 with pseudo-sequence DRB1_1201. The binding affinity (normalized) is 0.0729. (2) The peptide sequence is ISGSSARYDVALSEQ. The MHC is DRB4_0103 with pseudo-sequence DRB4_0103. The binding affinity (normalized) is 0. (3) The peptide sequence is VDLFVFSTSFYLISI. The MHC is DRB1_0701 with pseudo-sequence DRB1_0701. The binding affinity (normalized) is 0.552. (4) The peptide sequence is AALAAAAGVPPADKY. The MHC is HLA-DQA10501-DQB10201 with pseudo-sequence HLA-DQA10501-DQB10201. The binding affinity (normalized) is 0.446. (5) The peptide sequence is PEREVLVWKFDSRLAFHH. The MHC is DRB1_1101 with pseudo-sequence DRB1_1101. The binding affinity (normalized) is 0.467. (6) The peptide sequence is SAAQRRGRIGRNPNR. The MHC is DRB3_0202 with pseudo-sequence DRB3_0202. The binding affinity (normalized) is 0.710.